From a dataset of Reaction yield outcomes from USPTO patents with 853,638 reactions. Predict the reaction yield, written as a fraction of the theoretical maximum amount of product (1.0 means a 100% yield; for example, 0.34 means a 34% yield). (1) The reactants are C[O:2][C:3](=[O:31])[CH:4]([C@@H:9]1[C:17]2[C:12](=[CH:13][CH:14]=[CH:15][CH:16]=2)[CH2:11][C@H:10]1[NH:18][C:19]([C:21]1[NH:25][C:24]2[C:26]([Cl:30])=[C:27]([Cl:29])[S:28][C:23]=2[CH:22]=1)=[O:20])[CH2:5][CH:6]1[CH2:8][CH2:7]1.[OH-].[Na+].CCOC(C)=O.Cl. The catalyst is CO.C1COCC1.O. The product is [CH:6]1([CH2:5][CH:4]([C@@H:9]2[C:17]3[C:12](=[CH:13][CH:14]=[CH:15][CH:16]=3)[CH2:11][C@H:10]2[NH:18][C:19]([C:21]2[NH:25][C:24]3[C:26]([Cl:30])=[C:27]([Cl:29])[S:28][C:23]=3[CH:22]=2)=[O:20])[C:3]([OH:31])=[O:2])[CH2:8][CH2:7]1. The yield is 0.930. (2) The reactants are [CH:1]1([S:4]([NH:7][C:8]([C@@:10]23[CH2:25][C@H:24]2[CH:23]=[CH:22][CH:21]([CH3:26])[CH2:20][CH2:19][CH2:18][C@@H:17]([CH3:27])[C@H:16]([NH:28]C(=O)OC(C)(C)C)[C:15](=[O:36])[N:14]2[CH2:37][C@H:38]([O:40][C:41]4[C:50]5[C:45](=[CH:46][CH:47]=[CH:48][CH:49]=5)[C:44]([O:51][CH3:52])=[CH:43][N:42]=4)[CH2:39][C@H:13]2[C:12](=[O:53])[NH:11]3)=[O:9])(=[O:6])=[O:5])[CH2:3][CH2:2]1.[ClH:54]. The catalyst is O1CCOCC1. The product is [ClH:54].[NH2:28][C@@H:16]1[C:15](=[O:36])[N:14]2[CH2:37][C@H:38]([O:40][C:41]3[C:50]4[C:45](=[CH:46][CH:47]=[CH:48][CH:49]=4)[C:44]([O:51][CH3:52])=[CH:43][N:42]=3)[CH2:39][C@H:13]2[C:12](=[O:53])[NH:11][C@:10]2([C:8]([NH:7][S:4]([CH:1]3[CH2:3][CH2:2]3)(=[O:5])=[O:6])=[O:9])[CH2:25][C@H:24]2[CH:23]=[CH:22][CH:21]([CH3:26])[CH2:20][CH2:19][CH2:18][C@H:17]1[CH3:27]. The yield is 0.770. (3) The reactants are [F:1][C:2]1[CH:20]=[C:19]([F:21])[CH:18]=[CH:17][C:3]=1[CH2:4][N:5]1[C:9]2=[CH:10][N:11]=[C:12]([C:14](O)=O)[CH:13]=[C:8]2[CH:7]=[CH:6]1.FC1C=C(F)C=CC=1C[N:26]1C2=CN=C(C(OCC)=O)C=C2C=C1.[OH-:45].[Na+].C(O)(=O)CC(CC(O)=O)(C(O)=O)O.[OH2:60]. The catalyst is CO. The product is [F:1][C:2]1[CH:20]=[C:19]([F:21])[CH:18]=[CH:17][C:3]=1[CH2:4][N:5]1[C:9]2=[CH:10][N:11]=[C:12]([C:14]([NH:26][OH:60])=[O:45])[CH:13]=[C:8]2[CH:7]=[CH:6]1. The yield is 0.550. (4) The product is [OH:1][C@H:2]1[CH2:6][CH2:5][CH2:4][C@@H:3]1[NH:7][C:8]1[C:13]([C:14]([NH2:16])=[O:15])=[CH:12][N:11]=[C:10]([S:19]([CH3:27])(=[O:24])=[O:20])[N:9]=1. The yield is 0.780. The reactants are [OH:1][C@H:2]1[CH2:6][CH2:5][CH2:4][C@@H:3]1[NH:7][C:8]1[C:13]([C:14]([NH2:16])=[O:15])=[CH:12][N:11]=[C:10](SC)[N:9]=1.[S:19]([O-:24])(O[O-])(=O)=[O:20].[K+].[K+].[CH3:27]C(C)=O. The catalyst is O.